Dataset: Reaction yield outcomes from USPTO patents with 853,638 reactions. Task: Predict the reaction yield, written as a fraction of the theoretical maximum amount of product (1.0 means a 100% yield; for example, 0.34 means a 34% yield). The reactants are [N+:1]([C:4]1[CH:12]=[C:11]2[C:7]([C:8]([C:13]#[N:14])=[CH:9][NH:10]2)=[CH:6][CH:5]=1)([O-])=O. The catalyst is CCO.[Pd]. The product is [NH2:1][C:4]1[CH:12]=[C:11]2[C:7]([C:8]([C:13]#[N:14])=[CH:9][NH:10]2)=[CH:6][CH:5]=1. The yield is 0.980.